This data is from Reaction yield outcomes from USPTO patents with 853,638 reactions. The task is: Predict the reaction yield, written as a fraction of the theoretical maximum amount of product (1.0 means a 100% yield; for example, 0.34 means a 34% yield). (1) The reactants are [C:1]([C:4]1[CH:9]=[CH:8][C:7]([NH:10][C:11]([C:13]2[N:14](COCC[Si](C)(C)C)[CH:15]=[C:16]([C:18]#[N:19])[N:17]=2)=[O:12])=[C:6]([C:28]2[CH2:33][CH2:32][CH2:31][CH2:30][CH:29]=2)[CH:5]=1)(=[O:3])[CH3:2]. The catalyst is CCOC(C)=O.C(Cl)Cl. The product is [C:1]([C:4]1[CH:9]=[CH:8][C:7]([NH:10][C:11]([C:13]2[NH:14][CH:15]=[C:16]([C:18]#[N:19])[N:17]=2)=[O:12])=[C:6]([C:28]2[CH2:33][CH2:32][CH2:31][CH2:30][CH:29]=2)[CH:5]=1)(=[O:3])[CH3:2]. The yield is 0.910. (2) The reactants are C(OC(=O)[NH:7][C@H:8]([C:19](=[S:21])[NH2:20])[CH2:9][C:10]1[CH:15]=[CH:14][C:13]([N+:16]([O-:18])=[O:17])=[CH:12][CH:11]=1)(C)(C)C.Br[CH2:24][C:25](=O)[CH2:26][CH3:27].C(OCC)C. The catalyst is CC#N. The product is [CH2:26]([C:25]1[N:20]=[C:19]([C@@H:8]([NH2:7])[CH2:9][C:10]2[CH:11]=[CH:12][C:13]([N+:16]([O-:18])=[O:17])=[CH:14][CH:15]=2)[S:21][CH:24]=1)[CH3:27]. The yield is 0.900. (3) The reactants are [OH:1][CH2:2][CH2:3][N:4]([CH3:40])[C:5]1[N:6]([CH3:39])[C:7](=[O:38])[C:8]2[C:13]([C:14]3[CH:19]=[CH:18][CH:17]=[CH:16][CH:15]=3)=[C:12]([C:20]3[CH:25]=[CH:24][C:23]([C:26]4([NH:30]C(=O)OC(C)(C)C)[CH2:29][CH2:28][CH2:27]4)=[CH:22][CH:21]=3)[O:11][C:9]=2[N:10]=1.C(O)(C(F)(F)F)=O. The catalyst is C(Cl)Cl. The product is [NH2:30][C:26]1([C:23]2[CH:24]=[CH:25][C:20]([C:12]3[O:11][C:9]4[N:10]=[C:5]([N:4]([CH2:3][CH2:2][OH:1])[CH3:40])[N:6]([CH3:39])[C:7](=[O:38])[C:8]=4[C:13]=3[C:14]3[CH:15]=[CH:16][CH:17]=[CH:18][CH:19]=3)=[CH:21][CH:22]=2)[CH2:27][CH2:28][CH2:29]1. The yield is 0.210. (4) The reactants are [NH2:1][C@@H:2]([CH2:19][C:20]1[CH:25]=[CH:24][CH:23]=[CH:22][CH:21]=1)[C:3]([NH:5][C:6]1[C:7]([O:17][CH3:18])=[N:8][CH:9]=[C:10]([C:12]2[CH:13]=[N:14][NH:15][CH:16]=2)[CH:11]=1)=[O:4].N[C@@H:27]([CH2:43]C1C=CC=CC=1)[C:28]([NH:30][C:31]1C(=O)NC=C(C2C=NNC=2)C=1)=O.[S:50]1C=C(C=O)N=C1.C(O[BH-](OC(=O)C)OC(=O)C)(=O)C.[Na+].C(O)(=O)C. The catalyst is C(Cl)Cl. The product is [CH3:18][O:17][C:7]1[C:6]([NH:5][C:3](=[O:4])[C@@H:2]([NH:1][CH2:43][C:27]2[S:50][CH:31]=[N:30][CH:28]=2)[CH2:19][C:20]2[CH:25]=[CH:24][CH:23]=[CH:22][CH:21]=2)=[CH:11][C:10]([C:12]2[CH:13]=[N:14][NH:15][CH:16]=2)=[CH:9][N:8]=1. The yield is 0.570. (5) The reactants are [CH3:1][C:2]1([CH3:10])[O:6][C@H:5]([C:7](=O)C)[CH2:4][O:3]1.C1COCC1.Cl.[NH2:17][OH:18].C([O-])([O-])=O.[Na+].[Na+]. The catalyst is O. The product is [CH3:1][C:2]1([CH3:10])[O:6][C@H:5]([CH:7]=[N:17][OH:18])[CH2:4][O:3]1. The yield is 0.974. (6) The reactants are [CH2:1]([O:8][C:9]1[CH:10]=[CH:11][CH:12]=[C:13]2[C:17]=1[NH:16][CH:15]=[CH:14]2)[C:2]1[CH:7]=[CH:6][CH:5]=[CH:4][CH:3]=1.C([Mg]Br)C.[CH3:22][C:23]1([CH3:31])[C:25]([CH3:27])([CH3:26])[CH:24]1[C:28](Cl)=[O:29]. The catalyst is ClCCl.[Cl-].[Zn+2].[Cl-]. The product is [CH2:1]([O:8][C:9]1[CH:10]=[CH:11][CH:12]=[C:13]2[C:17]=1[NH:16][CH:15]=[C:14]2[C:28]([CH:24]1[C:25]([CH3:27])([CH3:26])[C:23]1([CH3:31])[CH3:22])=[O:29])[C:2]1[CH:7]=[CH:6][CH:5]=[CH:4][CH:3]=1. The yield is 0.400.